This data is from Full USPTO retrosynthesis dataset with 1.9M reactions from patents (1976-2016). The task is: Predict the reactants needed to synthesize the given product. (1) Given the product [Br:1][C:2]1[CH:3]=[C:4]([C:5]([C:7]2[C:8]([C:13]#[N:14])=[N:9][CH:10]=[CH:11][CH:12]=2)=[N:24][S:22]([C:19]([CH3:21])([CH3:20])[CH3:18])=[O:23])[CH:15]=[CH:16][CH:17]=1, predict the reactants needed to synthesize it. The reactants are: [Br:1][C:2]1[CH:3]=[C:4]([CH:15]=[CH:16][CH:17]=1)[C:5]([C:7]1[C:8]([C:13]#[N:14])=[N:9][CH:10]=[CH:11][CH:12]=1)=O.[CH3:18][C:19]([S:22]([NH2:24])=[O:23])([CH3:21])[CH3:20]. (2) Given the product [CH3:25][O:26][C:27]1[CH:34]=[CH:33][CH:32]=[CH:31][C:28]=1[CH2:29][NH:30][CH2:20][C:19]1[CH:22]=[CH:23][CH:24]=[C:17]([C:15]2[O:14][N:13]=[C:12]([CH2:1][CH2:2][CH2:3][CH2:4][CH2:5][CH2:6][CH2:7][CH2:8][CH2:9][CH2:10][CH3:11])[N:16]=2)[CH:18]=1, predict the reactants needed to synthesize it. The reactants are: [CH2:1]([C:12]1[N:16]=[C:15]([C:17]2[CH:18]=[C:19]([CH:22]=[CH:23][CH:24]=2)[CH:20]=O)[O:14][N:13]=1)[CH2:2][CH2:3][CH2:4][CH2:5][CH2:6][CH2:7][CH2:8][CH2:9][CH2:10][CH3:11].[CH3:25][O:26][C:27]1[CH:34]=[CH:33][CH:32]=[CH:31][C:28]=1[CH2:29][NH2:30]. (3) Given the product [CH2:29]([N:26]([CH2:27][CH3:28])[C:23]1[CH:22]=[CH:21][C:20]([CH2:19][CH2:18][CH2:17][C:14]2[CH:15]=[CH:16][C:11]([NH:10][C:5]3[CH:6]=[CH:7][CH:8]=[CH:9][C:4]=3[C:3]([OH:31])=[O:2])=[CH:12][CH:13]=2)=[CH:25][CH:24]=1)[CH3:30], predict the reactants needed to synthesize it. The reactants are: C[O:2][C:3](=[O:31])[C:4]1[CH:9]=[CH:8][CH:7]=[CH:6][C:5]=1[NH:10][C:11]1[CH:16]=[CH:15][C:14]([CH2:17][CH2:18][CH2:19][C:20]2[CH:25]=[CH:24][C:23]([N:26]([CH2:29][CH3:30])[CH2:27][CH3:28])=[CH:22][CH:21]=2)=[CH:13][CH:12]=1.[OH-].[K+].Cl. (4) Given the product [Br:1][C:2]1[CH:3]=[CH:4][C:5]([O:6][CH2:7][CH2:8][C:9]([CH3:23])([OH:22])[CH:10]([F:21])[F:20])=[CH:24][CH:25]=1, predict the reactants needed to synthesize it. The reactants are: [Br:1][C:2]1[CH:25]=[CH:24][C:5]([O:6][CH2:7][CH2:8][C:9]([CH3:23])([OH:22])[C:10]([F:21])([F:20])S(C2C=CC=CC=2)(=O)=O)=[CH:4][CH:3]=1.CC([O-])=O.[Na+]. (5) Given the product [Cl:1][C:2]1[C:3]([O:29][C:30]2[CH:31]=[C:32]([C:43]3[CH:48]=[CH:47][CH:46]=[C:45]([F:49])[CH:44]=3)[C:33]([Cl:42])=[CH:34][C:35]=2[C:36]2[CH:41]=[CH:40][N:39]=[N:38][CH:37]=2)=[CH:4][C:5]([F:28])=[C:6]([S:8]([NH:11][C:12]2[S:13][CH:14]=[N:15][N:16]=2)(=[O:10])=[O:9])[CH:7]=1, predict the reactants needed to synthesize it. The reactants are: [Cl:1][C:2]1[C:3]([O:29][C:30]2[CH:31]=[C:32]([C:43]3[CH:48]=[CH:47][CH:46]=[C:45]([F:49])[CH:44]=3)[C:33]([Cl:42])=[CH:34][C:35]=2[C:36]2[CH:41]=[CH:40][N:39]=[N:38][CH:37]=2)=[CH:4][C:5]([F:28])=[C:6]([S:8]([N:11](CC2C=CC(OC)=CC=2OC)[C:12]2[S:13][CH:14]=[N:15][N:16]=2)(=[O:10])=[O:9])[CH:7]=1. (6) Given the product [CH3:7][C:8]1[CH:9]=[C:10]([C:11]2[O:13][N:26]=[C:25]([C:27]3[CH:32]=[CH:31][CH:30]=[CH:29][C:28]=3[O:33][C:34]([F:35])([F:36])[F:37])[N:24]=2)[CH:14]=[CH:15][C:16]=1[C:17]1[C:21]([CH3:22])=[CH:20][S:19][CH:18]=1, predict the reactants needed to synthesize it. The reactants are: C(Cl)(=O)C(Cl)=O.[CH3:7][C:8]1[CH:9]=[C:10]([CH:14]=[CH:15][C:16]=1[C:17]1[C:21]([CH3:22])=[CH:20][S:19][CH:18]=1)[C:11]([OH:13])=O.O[N:24]=[C:25]([C:27]1[CH:32]=[CH:31][CH:30]=[CH:29][C:28]=1[O:33][C:34]([F:37])([F:36])[F:35])[NH2:26].CCN(C(C)C)C(C)C.